Dataset: Full USPTO retrosynthesis dataset with 1.9M reactions from patents (1976-2016). Task: Predict the reactants needed to synthesize the given product. (1) Given the product [CH2:1]([O:3][C:4](=[O:12])[CH2:5][N:6]1[CH:10]=[CH:9][C:8]([NH:11][C:19]([C:17]2[S:18][C:14]([Cl:13])=[CH:15][CH:16]=2)=[O:20])=[N:7]1)[CH3:2], predict the reactants needed to synthesize it. The reactants are: [CH2:1]([O:3][C:4](=[O:12])[CH2:5][N:6]1[CH:10]=[CH:9][C:8]([NH2:11])=[N:7]1)[CH3:2].[Cl:13][C:14]1[S:18][C:17]([C:19](O)=[O:20])=[CH:16][CH:15]=1. (2) Given the product [N:1]1([CH:7]([C:9]2[CH:14]=[CH:13][C:12]([C:15]3[CH:20]=[CH:19][C:18]([N+:21]([O-:23])=[O:22])=[CH:17][CH:16]=3)=[CH:11][N:10]=2)[CH3:8])[CH:5]=[CH:4][N:3]=[CH:2]1, predict the reactants needed to synthesize it. The reactants are: [NH:1]1[CH:5]=[CH:4][N:3]=[CH:2]1.Br[CH:7]([C:9]1[CH:14]=[CH:13][C:12]([C:15]2[CH:20]=[CH:19][C:18]([N+:21]([O-:23])=[O:22])=[CH:17][CH:16]=2)=[CH:11][N:10]=1)[CH3:8].C([O-])([O-])=O.[K+].[K+]. (3) Given the product [CH3:46][O:45][C:42]1[CH:41]=[CH:40][C:39]([CH2:38][N:31]2[CH2:32][CH2:33][C:34](=[O:36])[CH2:28][C:29]2=[O:30])=[CH:44][CH:43]=1, predict the reactants needed to synthesize it. The reactants are: C([O-])([O-])=O.[K+].[K+].C1OCCOCCOCCOCCOCCOC1.COC(=O)[CH2:28][C:29]([N:31]([CH2:38][C:39]1[CH:44]=[CH:43][C:42]([O:45][CH3:46])=[CH:41][CH:40]=1)[CH2:32][CH2:33][C:34]([O:36]C)=O)=[O:30].Cl. (4) Given the product [F:41][C:40]1[CH:39]=[CH:38][CH:37]=[C:36]([F:42])[C:35]=1[C:26]1[N:25]=[N:24][C:23]2[C@:22]3([C:20]4[O:21][CH:17]=[CH:18][N:19]=4)[C:32]([CH3:34])([CH3:33])[C@H:29]([C:28]=2[CH:27]=1)[CH2:30][CH2:31]3, predict the reactants needed to synthesize it. The reactants are: O=P12OP3(OP(OP(O3)(O1)=O)(=O)O2)=O.CO[CH:17](OC)[CH2:18][NH:19][C:20]([C@@:22]12[C:32]([CH3:34])([CH3:33])[C@@H:29]([CH2:30][CH2:31]1)[C:28]1[CH:27]=[C:26]([C:35]3[C:40]([F:41])=[CH:39][CH:38]=[CH:37][C:36]=3[F:42])[N:25]=[N:24][C:23]2=1)=[O:21].CS(O)(=O)=O.[OH-].[K+]. (5) Given the product [C:1](/[C:3](=[CH:11]\[CH:12]1[CH2:14][CH2:13]1)/[C:4]([OH:6])=[O:5])#[N:2], predict the reactants needed to synthesize it. The reactants are: [C:1](/[C:3](=[CH:11]\[CH:12]1[CH2:14][CH2:13]1)/[C:4]([O:6]C(C)(C)C)=[O:5])#[N:2].C(O)(C(F)(F)F)=O. (6) The reactants are: [C:1]([N:8]1[CH2:13][CH2:12][CH:11]([OH:14])[CH2:10][CH2:9]1)([O:3][C:4]([CH3:7])([CH3:6])[CH3:5])=[O:2].Cl[C:16]1[CH:21]=[CH:20][N:19]=[C:18]([C:22]#[N:23])[CH:17]=1.C(N1CCC(OC2C=CC=CN=2)CC1)(OC(C)(C)C)=O. Given the product [C:1]([N:8]1[CH2:13][CH2:12][CH:11]([O:14][C:16]2[CH:21]=[CH:20][N:19]=[C:18]([C:22]#[N:23])[CH:17]=2)[CH2:10][CH2:9]1)([O:3][C:4]([CH3:7])([CH3:6])[CH3:5])=[O:2], predict the reactants needed to synthesize it. (7) The reactants are: P([O:13][CH2:14][CH2:15][N:16]([CH2:20][CH2:21][CH2:22][O:23][C:24]1[CH:33]=[C:32]2[C:27]([C:28]([NH:34][C:35]3[CH:39]=[C:38]([CH2:40][C:41]([NH:43][C:44]4[CH:49]=[CH:48][CH:47]=[C:46]([F:50])[CH:45]=4)=[O:42])[NH:37][N:36]=3)=[N:29][CH:30]=[N:31]2)=[CH:26][CH:25]=1)[CH2:17][CH2:18][CH3:19])(OC(C)(C)C)(OC(C)(C)C)=O.C(NCCO)CC. Given the product [F:50][C:46]1[CH:45]=[C:44]([NH:43][C:41](=[O:42])[CH2:40][C:38]2[NH:37][N:36]=[C:35]([NH:34][C:28]3[C:27]4[C:32](=[CH:33][C:24]([O:23][CH2:22][CH2:21][CH2:20][N:16]([CH2:15][CH2:14][OH:13])[CH2:17][CH2:18][CH3:19])=[CH:25][CH:26]=4)[N:31]=[CH:30][N:29]=3)[CH:39]=2)[CH:49]=[CH:48][CH:47]=1, predict the reactants needed to synthesize it. (8) Given the product [CH3:1][O:2][C:3]1[C:8]([O:9][CH3:10])=[CH:7][CH:6]=[CH:5][C:4]=1[O:11][C:13]1[C:18]([N+:19]([O-:21])=[O:20])=[CH:17][CH:16]=[CH:15][C:14]=1[CH3:22].[CH3:23][O:24][C:25]1[C:39]([O:40][CH3:41])=[CH:38][CH:37]=[CH:36][C:26]=1[O:27][C:28]1[C:34]([CH3:35])=[CH:33][CH:32]=[CH:31][C:29]=1[NH:30][C:4]([NH:42][C:43]1[S:44][CH:45]=[CH:46][N:47]=1)=[O:11], predict the reactants needed to synthesize it. The reactants are: [CH3:1][O:2][C:3]1[C:8]([O:9][CH3:10])=[CH:7][CH:6]=[CH:5][C:4]=1[OH:11].Cl[C:13]1[C:18]([N+:19]([O-:21])=[O:20])=[CH:17][CH:16]=[CH:15][C:14]=1[CH3:22].[CH3:23][O:24][C:25]1[C:39]([O:40][CH3:41])=[CH:38][CH:37]=[CH:36][C:26]=1[O:27][C:28]1[C:34]([CH3:35])=[CH:33][CH:32]=[CH:31][C:29]=1[NH2:30].[NH2:42][C:43]1[S:44][CH:45]=[CH:46][N:47]=1. (9) Given the product [C:23]1([O:22][C:20](=[O:21])[NH:10][CH2:9][C:8]2[CH:7]=[CH:6][C:5]([C:1]([CH3:4])([CH3:2])[CH3:3])=[CH:12][CH:11]=2)[CH:28]=[CH:27][CH:26]=[CH:25][CH:24]=1, predict the reactants needed to synthesize it. The reactants are: [C:1]([C:5]1[CH:12]=[CH:11][C:8]([CH2:9][NH2:10])=[CH:7][CH:6]=1)([CH3:4])([CH3:3])[CH3:2].N1C=CC=CC=1.Cl[C:20]([O:22][C:23]1[CH:28]=[CH:27][CH:26]=[CH:25][CH:24]=1)=[O:21].